The task is: Binary Classification. Given a drug SMILES string, predict its activity (active/inactive) in a high-throughput screening assay against a specified biological target.. This data is from M1 muscarinic receptor antagonist screen with 61,756 compounds. (1) The compound is Fc1c(NC(=O)CN2CCCCCC2)ccc(F)c1F. The result is 0 (inactive). (2) The result is 0 (inactive). The compound is O(c1ccc(c2n[nH]c(=O)cc2)cc1)C.